This data is from Forward reaction prediction with 1.9M reactions from USPTO patents (1976-2016). The task is: Predict the product of the given reaction. (1) Given the reactants [CH2:1]([O:5][C:6]1[CH:10]=[C:9](/[CH:11]=[CH:12]/[C:13]([O:15][CH2:16][CH3:17])=[O:14])[N:8]([CH2:18][C:19]2[CH:24]=[CH:23][C:22]([C:25]([F:28])([F:27])[F:26])=[CH:21][CH:20]=2)[N:7]=1)[CH2:2][CH2:3][CH3:4], predict the reaction product. The product is: [CH2:1]([O:5][C:6]1[CH:10]=[C:9]([CH2:11][CH2:12][C:13]([O:15][CH2:16][CH3:17])=[O:14])[N:8]([CH2:18][C:19]2[CH:20]=[CH:21][C:22]([C:25]([F:28])([F:27])[F:26])=[CH:23][CH:24]=2)[N:7]=1)[CH2:2][CH2:3][CH3:4]. (2) Given the reactants [C:1]([O:4][CH2:5][C:6]1[C:7]([N:15]2[CH2:26][CH2:25][N:24]3[C:17](=[CH:18][C:19]4[CH2:20][C:21]([CH3:28])([CH3:27])[CH2:22][C:23]=43)[C:16]2=[O:29])=[N:8][CH:9]=[CH:10][C:11]=1B(O)O)(=[O:3])[CH3:2].Br[C:31]1[CH:32]=[C:33]([NH:39][C:40]2[CH:44]=[CH:43][N:42]([CH3:45])[N:41]=2)[C:34](=[O:38])[N:35]([CH3:37])[CH:36]=1.[O-]P([O-])([O-])=O.[K+].[K+].[K+].C([O-])(=O)C.[Na+], predict the reaction product. The product is: [C:1]([O:4][CH2:5][C:6]1[C:7]([N:15]2[CH2:26][CH2:25][N:24]3[C:17](=[CH:18][C:19]4[CH2:20][C:21]([CH3:28])([CH3:27])[CH2:22][C:23]=43)[C:16]2=[O:29])=[N:8][CH:9]=[CH:10][C:11]=1[C:31]1[CH:32]=[C:33]([NH:39][C:40]2[CH:44]=[CH:43][N:42]([CH3:45])[N:41]=2)[C:34](=[O:38])[N:35]([CH3:37])[CH:36]=1)(=[O:3])[CH3:2].